Dataset: Forward reaction prediction with 1.9M reactions from USPTO patents (1976-2016). Task: Predict the product of the given reaction. (1) Given the reactants C[O:2][C:3]1[CH:8]=[CH:7][N:6]=[CH:5][CH:4]=1.[Br:9][CH2:10][CH2:11][CH2:12][C:13](Cl)=[O:14].[F:16][C:17]1[CH:18]=[C:19]([Mg]Br)[CH:20]=[C:21]([F:24])[C:22]=1[F:23], predict the reaction product. The product is: [Br:9][CH2:10][CH2:11][CH2:12][C:13]([N:6]1[CH:7]=[CH:8][C:3](=[O:2])[CH2:4][CH:5]1[C:19]1[CH:18]=[C:17]([F:16])[C:22]([F:23])=[C:21]([F:24])[CH:20]=1)=[O:14]. (2) Given the reactants [CH3:1][C:2]1[CH:3]=[C:4]([C:8]2[CH:13]=[CH:12][C:11]([CH2:14][N:15]3[CH2:20][CH2:19][N:18](C(OC(C)(C)C)=O)[CH2:17][CH2:16]3)=[C:10]([O:28][C:29]3[CH:34]=[CH:33][CH:32]=[CH:31][CH:30]=3)[CH:9]=2)[CH:5]=[CH:6][CH:7]=1.FC(F)(F)C(O)=O, predict the reaction product. The product is: [CH3:1][C:2]1[CH:3]=[C:4]([C:8]2[CH:13]=[CH:12][C:11]([CH2:14][N:15]3[CH2:16][CH2:17][NH:18][CH2:19][CH2:20]3)=[C:10]([O:28][C:29]3[CH:34]=[CH:33][CH:32]=[CH:31][CH:30]=3)[CH:9]=2)[CH:5]=[CH:6][CH:7]=1. (3) Given the reactants [C:1]([O:5][C:6]([NH:8][CH2:9][CH2:10][N:11]([C:22](=[O:25])[CH2:23]Cl)[C@H:12]1[CH2:17][CH2:16][C@H:15]([C:18]([O:20][CH3:21])=[O:19])[CH2:14][CH2:13]1)=[O:7])([CH3:4])([CH3:3])[CH3:2].[H-].[Na+].[Cl-].[NH4+].O, predict the reaction product. The product is: [CH3:21][O:20][C:18]([C@H:15]1[CH2:16][CH2:17][C@H:12]([N:11]2[CH2:10][CH2:9][N:8]([C:6]([O:5][C:1]([CH3:4])([CH3:3])[CH3:2])=[O:7])[CH2:23][C:22]2=[O:25])[CH2:13][CH2:14]1)=[O:19]. (4) Given the reactants [N:1]1[CH:6]=[CH:5][C:4](B(O)O)=[CH:3][CH:2]=1.C([O-])([O-])=O.[Na+].[Na+].Br[C:17]1[CH:26]=[CH:25][C:24]2[N:23]=[CH:22][C:21]3[N:27]([CH3:42])[C:28](=[O:41])[N:29]([C:30]4[CH:35]=[CH:34][C:33]([C:36]([CH3:40])([CH3:39])[C:37]#[N:38])=[CH:32][CH:31]=4)[C:20]=3[C:19]=2[CH:18]=1, predict the reaction product. The product is: [CH3:39][C:36]([C:33]1[CH:32]=[CH:31][C:30]([N:29]2[C:20]3[C:19]4[CH:18]=[C:17]([C:4]5[CH:5]=[CH:6][N:1]=[CH:2][CH:3]=5)[CH:26]=[CH:25][C:24]=4[N:23]=[CH:22][C:21]=3[N:27]([CH3:42])[C:28]2=[O:41])=[CH:35][CH:34]=1)([CH3:40])[C:37]#[N:38]. (5) Given the reactants [ClH:1].Cl.[O:3]1[C:7]2[CH:8]=[CH:9][C:10]([C:12]3[CH:17]=[CH:16][CH:15]=[CH:14][C:13]=3C(N3CCNCC3)CC3(O)CCCCC3)=[CH:11][C:6]=2[O:5][CH2:4]1.O1C2C=CC(C3C=CC=CC=3[CH:48]([N:57]3[CH2:62][CH2:61][N:60](C(OC(C)(C)C)=O)[CH2:59][CH2:58]3)[CH2:49][C:50]3([OH:56])[CH2:55][CH2:54][CH2:53][CH2:52][CH2:51]3)=CC=2OC1, predict the reaction product. The product is: [ClH:1].[ClH:1].[O:3]1[C:7]2[CH:8]=[CH:9][C:10]([C:12]3[CH:17]=[CH:16][CH:15]=[CH:14][C:13]=3[CH:49]([C:50]3([OH:56])[CH2:51][CH2:52][CH2:53][CH2:54][CH2:55]3)[CH2:48][N:57]3[CH2:58][CH2:59][NH:60][CH2:61][CH2:62]3)=[CH:11][C:6]=2[O:5][CH2:4]1.